Dataset: Full USPTO retrosynthesis dataset with 1.9M reactions from patents (1976-2016). Task: Predict the reactants needed to synthesize the given product. (1) Given the product [CH3:13][NH:14][C:2]1[N:10]=[CH:9][N:8]=[C:7]2[C:3]=1[N:4]=[CH:5][N:6]2[CH:11]=[CH2:12], predict the reactants needed to synthesize it. The reactants are: Cl[C:2]1[N:10]=[CH:9][N:8]=[C:7]2[C:3]=1[N:4]=[CH:5][N:6]2[CH:11]=[CH2:12].[CH3:13][NH2:14].O.Cl.CN. (2) Given the product [CH3:1][N:2]([CH3:23])[CH2:3][C:4]([N:6]1[CH2:11][CH2:10][NH:9][CH2:8][CH2:7]1)=[O:5], predict the reactants needed to synthesize it. The reactants are: [CH3:1][N:2]([CH3:23])[CH2:3][C:4]([N:6]1[CH2:11][CH2:10][N:9](NC(OCC2C=CC=CC=2)=O)[CH2:8][CH2:7]1)=[O:5]. (3) Given the product [C:1]1([C@:7]2([C:18]([OH:20])=[O:19])[CH2:11][CH2:10][C:9]([C:12]3[CH:13]=[CH:14][CH:15]=[CH:16][CH:17]=3)=[CH:8]2)[CH:2]=[CH:3][CH:4]=[CH:5][CH:6]=1, predict the reactants needed to synthesize it. The reactants are: [C:1]1([C@:7]2([C:18]([O:20]C)=[O:19])[CH2:11][CH2:10][C:9]([C:12]3[CH:17]=[CH:16][CH:15]=[CH:14][CH:13]=3)=[CH:8]2)[CH:6]=[CH:5][CH:4]=[CH:3][CH:2]=1.[OH-].[K+]. (4) Given the product [Cl:30][C:22]1[CH:21]=[C:20]([C:18]2[O:17][N:16]=[C:15]([C:13]([NH:12][C:9]3[CH:10]=[CH:11][C:6]([O:5][CH2:4][CH:3]([OH:31])[CH2:2][NH:1][C:33](=[O:32])[CH2:34][OH:35])=[CH:7][CH:8]=3)=[O:14])[CH:19]=2)[CH:25]=[CH:24][C:23]=1[O:26][CH:27]([CH3:28])[CH3:29], predict the reactants needed to synthesize it. The reactants are: [NH2:1][CH2:2][CH:3]([OH:31])[CH2:4][O:5][C:6]1[CH:11]=[CH:10][C:9]([NH:12][C:13]([C:15]2[CH:19]=[C:18]([C:20]3[CH:25]=[CH:24][C:23]([O:26][CH:27]([CH3:29])[CH3:28])=[C:22]([Cl:30])[CH:21]=3)[O:17][N:16]=2)=[O:14])=[CH:8][CH:7]=1.[OH:32][CH2:33][C:34](O)=[O:35].C1C=CC2N(O)N=NC=2C=1.C(Cl)CCl. (5) Given the product [I:1][C:2]1[CH:3]=[CH:4][C:5]([C:6]([NH:32][C:27]2[CH:28]=[CH:29][CH:30]=[CH:31][C:26]=2[NH:25][C:19]2[CH:20]=[CH:21][CH:22]=[CH:23][CH:24]=2)=[O:8])=[CH:9][CH:10]=1, predict the reactants needed to synthesize it. The reactants are: [I:1][C:2]1[CH:10]=[CH:9][C:5]([C:6]([OH:8])=O)=[CH:4][CH:3]=1.ClCCCl.S(Cl)(Cl)=O.[C:19]1([NH:25][C:26]2[CH:31]=[CH:30][CH:29]=[CH:28][C:27]=2[NH2:32])[CH:24]=[CH:23][CH:22]=[CH:21][CH:20]=1. (6) Given the product [ClH:20].[N:14]1[CH:15]=[CH:16][CH:17]=[N:18][C:13]=1[C:11]1[CH:12]=[C:8]([NH2:7])[S:9][CH:10]=1, predict the reactants needed to synthesize it. The reactants are: C(OC(=O)[NH:7][C:8]1[S:9][CH:10]=[C:11]([C:13]2[N:18]=[CH:17][CH:16]=[CH:15][N:14]=2)[CH:12]=1)(C)(C)C.[ClH:20].O1CCOCC1. (7) Given the product [C:1]([O:5][C@@H:6]([C:11]1[C:42]([CH3:43])=[N:41][C:40]2=[CH:44][C:37]3=[N:38][N:39]2[C:12]=1[C:13]1[CH:47]=[C:46]2[C:16]([O:17][CH2:18][CH2:19][N:20]2[CH2:21][CH2:22][CH2:23][CH2:24][CH2:25][C:26]2[CH:27]=[CH:28][CH:29]=[CH:30][C:31]=2[C:32]2[CH:45]=[C:36]3[CH:35]=[CH:34][CH:33]=2)=[CH:15][C:14]=1[F:48])[C:7]([O:9][CH3:10])=[O:8])([CH3:4])([CH3:2])[CH3:3], predict the reactants needed to synthesize it. The reactants are: [C:1]([O:5][C@@H:6]([C:11]1[C:42]([CH3:43])=[N:41][C:40]2=[CH:44][C:37]3=[N:38][N:39]2[C:12]=1[C:13]1[CH:47]=[C:46]2[C:16]([O:17][CH2:18][CH2:19][N:20]2[CH2:21][CH:22]=[CH:23][CH2:24][CH2:25][C:26]2[CH:27]=[CH:28][CH:29]=[CH:30][C:31]=2[C:32]2[CH:45]=[C:36]3[CH:35]=[CH:34][CH:33]=2)=[CH:15][C:14]=1[F:48])[C:7]([O:9][CH3:10])=[O:8])([CH3:4])([CH3:3])[CH3:2]. (8) Given the product [Cl:1][C:2]1[C:3]([C:9]2[CH:14]=[CH:13][CH:12]=[C:11]([NH:15][CH2:16][CH:17]3[CH2:22][C@H:21]([CH3:23])[O:20][C@H:19]([CH3:24])[CH2:18]3)[N:10]=2)=[CH:4][C:5]([NH2:26])=[N:6][CH:7]=1, predict the reactants needed to synthesize it. The reactants are: [Cl:1][C:2]1[C:3]([C:9]2[CH:14]=[CH:13][CH:12]=[C:11]([NH:15][CH2:16][CH:17]3[CH2:22][C@H:21]([CH3:23])[O:20][C@H:19]([CH3:24])[CH2:18]3)[N:10]=2)=[CH:4][C:5](F)=[N:6][CH:7]=1.[OH-].[NH4+:26]. (9) The reactants are: [N:1]1([C:6]2[CH:7]=[C:8]3[C:13](=[CH:14][C:15]=2[C:16]([F:19])([F:18])[F:17])[NH:12][C:11](=[O:20])[N:10]([NH:21][S:22]([CH3:25])(=[O:24])=[O:23])[C:9]3=[O:26])[CH:5]=[CH:4][N:3]=[CH:2]1.[C:27](Cl)(=[O:30])[CH2:28][CH3:29]. Given the product [N:1]1([C:6]2[CH:7]=[C:8]3[C:13](=[CH:14][C:15]=2[C:16]([F:18])([F:19])[F:17])[NH:12][C:11](=[O:20])[N:10]([N:21]([C:27](=[O:30])[CH2:28][CH3:29])[S:22]([CH3:25])(=[O:23])=[O:24])[C:9]3=[O:26])[CH:5]=[CH:4][N:3]=[CH:2]1, predict the reactants needed to synthesize it. (10) Given the product [NH2:27][CH:24]1[CH2:25][CH2:26][CH:21]([C:19]2[O:18][N:17]=[C:16]([C:4]3[N:5]=[C:6]([N:8]([CH3:15])[C:9]4[CH:14]=[CH:13][CH:12]=[CH:11][CH:10]=4)[N:7]=[C:2]([NH2:1])[N:3]=3)[N:20]=2)[CH2:22][CH2:23]1, predict the reactants needed to synthesize it. The reactants are: [NH2:1][C:2]1[N:7]=[C:6]([N:8]([CH3:15])[C:9]2[CH:14]=[CH:13][CH:12]=[CH:11][CH:10]=2)[N:5]=[C:4]([C:16]2[N:20]=[C:19]([CH:21]3[CH2:26][CH2:25][CH:24]([NH:27]C(=O)OC(C)(C)C)[CH2:23][CH2:22]3)[O:18][N:17]=2)[N:3]=1.Cl.